This data is from Ames mutagenicity test results for genotoxicity prediction. The task is: Regression/Classification. Given a drug SMILES string, predict its toxicity properties. Task type varies by dataset: regression for continuous values (e.g., LD50, hERG inhibition percentage) or binary classification for toxic/non-toxic outcomes (e.g., AMES mutagenicity, cardiotoxicity, hepatotoxicity). Dataset: ames. The compound is Cc1ccc2c(ccc3[nH]c4ccc5ccccc5c4c32)c1. The result is 1 (mutagenic).